Dataset: Catalyst prediction with 721,799 reactions and 888 catalyst types from USPTO. Task: Predict which catalyst facilitates the given reaction. (1) Reactant: [Br:1][C:2]1[CH:7]=[CH:6][C:5]([CH2:8][N:9]=[C:10]=[O:11])=[CH:4][CH:3]=1.[C:12]([C@@H:15]1[CH2:19][CH2:18][CH2:17][N:16]1[C:20]([O:22][C:23]([CH3:26])([CH3:25])[CH3:24])=[O:21])(=[O:14])[NH2:13].C(OCC)(=O)C.CCCCCC. Product: [C:23]([O:22][C:20]([N:16]1[CH2:17][CH2:18][CH2:19][C@H:15]1[C:12]([NH:13][C:10]([NH:9][CH2:8][C:5]1[CH:4]=[CH:3][C:2]([Br:1])=[CH:7][CH:6]=1)=[O:11])=[O:14])=[O:21])([CH3:26])([CH3:24])[CH3:25]. The catalyst class is: 11. (2) Reactant: Br[C:2]1[CH:7]=[CH:6][CH:5]=[C:4]([Br:8])[N:3]=1.[Br-].[CH:10]1([Zn+])[CH2:14][CH2:13][CH2:12][CH2:11]1. Product: [Br:8][C:4]1[CH:5]=[CH:6][CH:7]=[C:2]([CH:10]2[CH2:14][CH2:13][CH2:12][CH2:11]2)[N:3]=1. The catalyst class is: 535.